From a dataset of Full USPTO retrosynthesis dataset with 1.9M reactions from patents (1976-2016). Predict the reactants needed to synthesize the given product. (1) Given the product [OH:8][N:9]1[C:15](=[O:16])[N:14]2[CH2:17][C@H:10]1[CH2:11][CH2:12][C@H:13]2[C:18]([NH:20][O:21][CH2:22][CH2:23][O:24][CH:25]1[CH2:30][CH2:29][N:28]([C:31]([O:33][C:34]([CH3:37])([CH3:36])[CH3:35])=[O:32])[CH2:27][CH2:26]1)=[O:19], predict the reactants needed to synthesize it. The reactants are: C([O:8][N:9]1[C:15](=[O:16])[N:14]2[CH2:17][C@H:10]1[CH2:11][CH2:12][C@H:13]2[C:18]([NH:20][O:21][CH2:22][CH2:23][O:24][CH:25]1[CH2:30][CH2:29][N:28]([C:31]([O:33][C:34]([CH3:37])([CH3:36])[CH3:35])=[O:32])[CH2:27][CH2:26]1)=[O:19])C1C=CC=CC=1. (2) Given the product [N:1]([CH2:4][CH2:5][CH2:6][CH2:7][C:8]([OH:10])=[O:9])=[N+:2]=[N-:3], predict the reactants needed to synthesize it. The reactants are: [N:1]([CH2:4][CH2:5][CH2:6][CH2:7][C:8]([O:10]CC)=[O:9])=[N+:2]=[N-:3].CN(C)C=O.[OH-].[Li+].Cl. (3) The reactants are: [CH2:1]([O:3][C:4]1[C:13]2[C:8](=[CH:9][CH:10]=[CH:11][CH:12]=2)[C:7]([O:14][CH2:15][CH3:16])=[C:6]([C:17]([OH:19])=O)[C:5]=1[C:20]([OH:22])=[O:21])[CH3:2].S(Cl)(Cl)=O. Given the product [CH2:15]([O:14][C:7]1[C:6]2[C:17](=[O:19])[O:21][C:20](=[O:22])[C:5]=2[C:4]([O:3][CH2:1][CH3:2])=[C:13]2[C:8]=1[CH:9]=[CH:10][CH:11]=[CH:12]2)[CH3:16], predict the reactants needed to synthesize it.